Dataset: Full USPTO retrosynthesis dataset with 1.9M reactions from patents (1976-2016). Task: Predict the reactants needed to synthesize the given product. (1) Given the product [C:26]([OH:28])(=[O:27])[C:43]([OH:45])=[O:46].[CH2:1]([C:5]1[O:6][C:7]2[C:25]([C:26]([O:28][CH:29]([CH3:31])[CH3:30])=[O:27])=[CH:24][CH:23]=[CH:22][C:8]=2[C:9]=1[C:10](=[O:21])[C:11]1[CH:16]=[CH:15][C:14]([CH2:17][CH2:18][CH2:19][N:36]([CH2:37][CH2:38][CH2:39][CH3:40])[CH2:32][CH2:33][CH2:34][CH3:35])=[CH:13][CH:12]=1)[CH2:2][CH2:3][CH3:4], predict the reactants needed to synthesize it. The reactants are: [CH2:1]([C:5]1[O:6][C:7]2[C:25]([C:26]([O:28][CH:29]([CH3:31])[CH3:30])=[O:27])=[CH:24][CH:23]=[CH:22][C:8]=2[C:9]=1[C:10](=[O:21])[C:11]1[CH:16]=[CH:15][C:14]([CH2:17][CH2:18][CH2:19]Br)=[CH:13][CH:12]=1)[CH2:2][CH2:3][CH3:4].[CH2:32]([NH:36][CH2:37][CH2:38][CH2:39][CH3:40])[CH2:33][CH2:34][CH3:35].[I-].[Na+].[C:43](=[O:46])([O-:45])[O-].[K+].[K+]. (2) Given the product [CH3:1][O:2][C:3]1[CH:8]=[C:7]([C:9]2[CH:10]=[N:11][N:12]([CH3:14])[CH:13]=2)[CH:6]=[CH:5][C:4]=1[NH:15][CH:16]1[N:27]=[C:26]2[C:21]([NH2:45])=[N:22][CH:23]=[C:24]([CH3:35])[C:25]2=[CH:30][N:29]1[CH2:28][C:39]([CH3:42])([CH3:40])[CH3:38], predict the reactants needed to synthesize it. The reactants are: [CH3:1][O:2][C:3]1[CH:8]=[C:7]([C:9]2[CH:10]=[N:11][N:12]([CH3:14])[CH:13]=2)[CH:6]=[CH:5][C:4]=1[NH:15][CH:16]=O.[H-].[Na+].Cl[C:21]1[C:26]2[N:27]=[C:28](S(C)(=O)=O)[N:29]=[CH:30][C:25]=2[C:24]([CH3:35])=[CH:23][N:22]=1.[OH-].[Na+].[CH3:38][C:39](C)([CH3:42])[CH2:40]N.C[N:45]1CCCC1=O. (3) Given the product [NH2:1][C:2]1[N:3]=[CH:4][C:5]([CH2:9][CH2:10][C:11]([OH:13])=[O:12])=[N:6][C:7]=1[Br:8], predict the reactants needed to synthesize it. The reactants are: [NH2:1][C:2]1[N:3]=[CH:4][C:5]([CH2:9][CH2:10][C:11]([O:13]C)=[O:12])=[N:6][C:7]=1[Br:8].C(=O)([O-])[O-].[K+].[K+].[O-]S([O-])(=O)=O.[Na+].[Na+]. (4) The reactants are: C[C:2]1[CH:3]=[C:4]([CH:9]=[C:10](C)[C:11]=1O)[C:5]([O:7][CH3:8])=O.Br[CH2:15][CH2:16][CH2:17][CH3:18].C(=O)([O-])[O-].[K+].[K+].[I-].[K+].[C:27](OCC)(=O)[CH3:28]. Given the product [CH2:8]([O:7][CH2:5][C:4]1[CH:3]=[CH:2][CH:11]=[CH:10][CH:9]=1)[C:15]1[CH:28]=[CH:27][CH:18]=[CH:17][CH:16]=1, predict the reactants needed to synthesize it. (5) Given the product [NH2:55][C:54]1[C:49]([NH:48][C:10]([C:7]2([C:2]3[CH:3]=[N:4][CH:5]=[CH:6][N:1]=3)[CH2:8][CH2:9]2)=[O:12])=[CH:50][CH:51]=[C:52]([N:56]2[CH2:61][CH2:60][CH2:59][C@@H:58]([C:62]([N:64]3[CH2:68][CH2:67][CH2:66][CH2:65]3)=[O:63])[CH2:57]2)[N:53]=1, predict the reactants needed to synthesize it. The reactants are: [N:1]1[CH:6]=[CH:5][N:4]=[CH:3][C:2]=1[C:7]1([C:10]([OH:12])=O)[CH2:9][CH2:8]1.F[P-](F)(F)(F)(F)F.N1(OC(N(C)C)=[N+](C)C)C2N=CC=CC=2N=N1.C(N(C(C)C)CC)(C)C.Cl.Cl.[NH2:48][C:49]1[CH:50]=[CH:51][C:52]([N:56]2[CH2:61][CH2:60][CH2:59][C@@H:58]([C:62]([N:64]3[CH2:68][CH2:67][CH2:66][CH2:65]3)=[O:63])[CH2:57]2)=[N:53][C:54]=1[NH2:55]. (6) Given the product [CH:11]1[CH:12]=[CH:13][C:14]2[C:9](=[CH:8][N:7]=[N:6][C:5]=2[NH:2][NH2:3])[CH:10]=1, predict the reactants needed to synthesize it. The reactants are: O.[NH2:2][NH2:3].Cl[C:5]1[C:14]2[C:9](=[CH:10][CH:11]=[CH:12][CH:13]=2)[CH:8]=[N:7][N:6]=1.